From a dataset of Catalyst prediction with 721,799 reactions and 888 catalyst types from USPTO. Predict which catalyst facilitates the given reaction. Reactant: [CH2:1]([O:3][C:4](=[O:10])[CH2:5][CH2:6][C:7]([OH:9])=O)[CH3:2].C(Cl)(=O)C(Cl)=O.[C:17]([C:21]1[CH:31]=[CH:30][CH:29]=[CH:28][C:22]=1[O:23][CH:24]1[CH2:27][NH:26][CH2:25]1)([CH3:20])([CH3:19])[CH3:18].C(N(CC)CC)C. Product: [C:17]([C:21]1[CH:31]=[CH:30][CH:29]=[CH:28][C:22]=1[O:23][CH:24]1[CH2:25][N:26]([C:7](=[O:9])[CH2:6][CH2:5][C:4]([O:3][CH2:1][CH3:2])=[O:10])[CH2:27]1)([CH3:20])([CH3:18])[CH3:19]. The catalyst class is: 118.